This data is from Forward reaction prediction with 1.9M reactions from USPTO patents (1976-2016). The task is: Predict the product of the given reaction. (1) Given the reactants C[C:2]1[CH:10]=[CH:9][C:5]([C:6]([OH:8])=[O:7])=[C:4]([C:11]#[N:12])[C:3]=1[Cl:13].[OH-].[Na+].Cl, predict the reaction product. The product is: [Cl:13][C:3]1[C:4]([C:11]#[N:12])=[C:5]([CH:9]=[CH:10][CH:2]=1)[C:6]([OH:8])=[O:7]. (2) Given the reactants [CH:1]([N-]C(C)C)(C)C.[Li+].[F:9][C:10]([F:18])([F:17])[CH2:11][CH2:12][CH2:13][C:14]([OH:16])=[O:15].CI.Cl, predict the reaction product. The product is: [F:9][C:10]([F:18])([F:17])[CH2:11][CH2:12][CH:13]([CH3:1])[C:14]([OH:16])=[O:15].